Task: Predict which catalyst facilitates the given reaction.. Dataset: Catalyst prediction with 721,799 reactions and 888 catalyst types from USPTO (1) Reactant: Br[C:2]1[CH:3]=[C:4]([CH:8]([C:19]2[CH:24]=[CH:23][CH:22]=[CH:21][CH:20]=2)[CH2:9]/[C:10](/[C:13]2[CH:18]=[CH:17][N:16]=[CH:15][CH:14]=2)=[N:11]\[OH:12])[CH:5]=[CH:6][CH:7]=1.[C:25](=[O:27])=[O:26]. Product: [OH:12]/[N:11]=[C:10](/[C:13]1[CH:18]=[CH:17][N:16]=[CH:15][CH:14]=1)\[CH2:9][CH:8]([C:4]1[CH:3]=[C:2]([CH:7]=[CH:6][CH:5]=1)[C:25]([OH:27])=[O:26])[C:19]1[CH:20]=[CH:21][CH:22]=[CH:23][CH:24]=1. The catalyst class is: 1. (2) Reactant: Cl[CH2:2][C:3]1[C:8]([O:9][CH3:10])=[N:7][C:6]([C:11]2[CH:16]=[CH:15][CH:14]=[CH:13][CH:12]=2)=[CH:5][N:4]=1.[NH:17]1[CH:21]=[CH:20][N:19]=[C:18]1[C:22]1[S:23][CH:24]=[CH:25][N:26]=1.C([O-])([O-])=O.[K+].[K+]. Product: [CH3:10][O:9][C:8]1[C:3]([CH2:2][N:17]2[CH:21]=[CH:20][N:19]=[C:18]2[C:22]2[S:23][CH:24]=[CH:25][N:26]=2)=[N:4][CH:5]=[C:6]([C:11]2[CH:16]=[CH:15][CH:14]=[CH:13][CH:12]=2)[N:7]=1. The catalyst class is: 3. (3) Reactant: B(Br)(Br)Br.C(OC([N:12]1[CH2:17][CH2:16][N:15]([C:18]([C:20]2[C:24]3=[N:25][C:26]([O:29]C)=[CH:27][CH:28]=[C:23]3[N:22]([C:31]3[CH:36]=[CH:35][CH:34]=[CH:33][CH:32]=3)[C:21]=2[CH2:37][C:38]2[CH:43]=[CH:42][CH:41]=[C:40]([F:44])[C:39]=2[CH3:45])=[O:19])[CH2:14][CH2:13]1)=O)(C)(C)C. Product: [F:44][C:40]1[C:39]([CH3:45])=[C:38]([CH:43]=[CH:42][CH:41]=1)[CH2:37][C:21]1[N:22]([C:31]2[CH:32]=[CH:33][CH:34]=[CH:35][CH:36]=2)[C:23]2[C:24](=[N:25][C:26]([OH:29])=[CH:27][CH:28]=2)[C:20]=1[C:18]([N:15]1[CH2:14][CH2:13][NH:12][CH2:17][CH2:16]1)=[O:19]. The catalyst class is: 2. (4) Reactant: C1(P(C2CCCCC2)C2C=CC=CC=2C2C(C(C)C)=CC(C(C)C)=CC=2C(C)C)CCCCC1.[O:35]1[CH2:40][CH2:39][N:38]([C:41]2[CH:42]=[C:43]([NH2:47])[CH:44]=[N:45][CH:46]=2)[CH2:37][CH2:36]1.Cl[C:49]1[C:58]2[C:53](=[CH:54][C:55]([F:60])=[CH:56][C:57]=2[F:59])[N:52]=[C:51]([C:61]2[CH:66]=[CH:65][N:64]=[C:63]([N:67]3[CH2:71][CH2:70][CH2:69][CH2:68]3)[CH:62]=2)[C:50]=1[CH3:72].CC(C)([O-])C.[Na+]. Product: [F:59][C:57]1[CH:56]=[C:55]([F:60])[CH:54]=[C:53]2[C:58]=1[C:49]([NH:47][C:43]1[CH:44]=[N:45][CH:46]=[C:41]([N:38]3[CH2:39][CH2:40][O:35][CH2:36][CH2:37]3)[CH:42]=1)=[C:50]([CH3:72])[C:51]([C:61]1[CH:66]=[CH:65][N:64]=[C:63]([N:67]3[CH2:68][CH2:69][CH2:70][CH2:71]3)[CH:62]=1)=[N:52]2. The catalyst class is: 101. (5) Reactant: FC(F)(F)S(O[C:7]1[CH2:12][CH2:11][CH2:10][C:9](=[O:13])[CH:8]=1)(=O)=O.[B:16]1([B:16]2[O:20][C:19]([CH3:22])([CH3:21])[C:18]([CH3:24])([CH3:23])[O:17]2)[O:20][C:19]([CH3:22])([CH3:21])[C:18]([CH3:24])([CH3:23])[O:17]1.CC([O-])=O.[K+]. Product: [CH3:23][C:18]1([CH3:24])[C:19]([CH3:22])([CH3:21])[O:20][B:16]([C:7]2[CH2:12][CH2:11][CH2:10][C:9](=[O:13])[CH:8]=2)[O:17]1. The catalyst class is: 368.